The task is: Predict the reaction yield, written as a fraction of the theoretical maximum amount of product (1.0 means a 100% yield; for example, 0.34 means a 34% yield).. This data is from Reaction yield outcomes from USPTO patents with 853,638 reactions. The yield is 0.960. The product is [C:1]1([CH2:7][O:8][C:9]2[CH:14]=[CH:13][C:12]([C@@H:15]3[N:19]([C:24]([O:26][C:27]([CH3:30])([CH3:29])[CH3:28])=[O:25])[C@H:18]([C:20]([O:22][CH3:23])=[O:21])[CH2:17][CH2:16]3)=[CH:11][CH:10]=2)[CH:2]=[CH:3][CH:4]=[CH:5][CH:6]=1. The catalyst is C(Cl)Cl. The reactants are [C:1]1([CH2:7][O:8][C:9]2[CH:14]=[CH:13][C:12]([C@@H:15]3[NH:19][C@H:18]([C:20]([O:22][CH3:23])=[O:21])[CH2:17][CH2:16]3)=[CH:11][CH:10]=2)[CH:6]=[CH:5][CH:4]=[CH:3][CH:2]=1.[C:24](O[C:24]([O:26][C:27]([CH3:30])([CH3:29])[CH3:28])=[O:25])([O:26][C:27]([CH3:30])([CH3:29])[CH3:28])=[O:25].